Dataset: Catalyst prediction with 721,799 reactions and 888 catalyst types from USPTO. Task: Predict which catalyst facilitates the given reaction. Reactant: CCCC[N+](CCCC)(CCCC)CCCC.[F-].[Si]([C:26]#[C:27][C:28]1[CH:33]=[CH:32][C:31]([C:34]2[CH2:39][CH2:38][CH:37]([CH3:40])[CH2:36][CH:35]=2)=[CH:30][N:29]=1)(C(C)(C)C)(C)C.O. Product: [C:27]([C:28]1[CH:33]=[CH:32][C:31]([C:34]2[CH2:39][CH2:38][CH:37]([CH3:40])[CH2:36][CH:35]=2)=[CH:30][N:29]=1)#[CH:26]. The catalyst class is: 2.